This data is from Full USPTO retrosynthesis dataset with 1.9M reactions from patents (1976-2016). The task is: Predict the reactants needed to synthesize the given product. (1) Given the product [CH3:1][O:2][C:3]([C:5]1[CH:14]=[C:13]([Cl:20])[C:12]2[C:7](=[C:8]([O:16][CH3:17])[CH:9]=[CH:10][CH:11]=2)[N:6]=1)=[O:4], predict the reactants needed to synthesize it. The reactants are: [CH3:1][O:2][C:3]([C:5]1[CH:14]=[C:13](O)[C:12]2[C:7](=[C:8]([O:16][CH3:17])[CH:9]=[CH:10][CH:11]=2)[N:6]=1)=[O:4].O=P(Cl)(Cl)[Cl:20]. (2) Given the product [OH:15][CH:16]1[CH2:20][CH2:19][N:18]([CH2:21][CH2:22][CH2:14][C:13]2[NH:3][C:4](=[O:12])[C:5]3[C:6]([CH:11]=2)=[CH:7][CH:8]=[CH:9][CH:10]=3)[CH2:17]1, predict the reactants needed to synthesize it. The reactants are: C([N:3]([CH2:13][CH3:14])[C:4](=[O:12])[C:5]1[CH:10]=[CH:9][CH:8]=[CH:7][C:6]=1[CH3:11])C.[OH:15][CH:16]1[CH2:20][CH2:19][N:18]([CH2:21][CH2:22]CC#N)[CH2:17]1. (3) Given the product [ClH:1].[Cl:1][C:2]1[C:3]2[C:7]([CH:8]=[C:9]([CH3:11])[CH:10]=1)=[N:6][N:5]1[C:12]([CH:17]3[CH2:18][CH2:19][NH:20][CH2:21][CH2:22]3)=[CH:13][C:14](=[O:16])[NH:15][C:4]=21, predict the reactants needed to synthesize it. The reactants are: [Cl:1][C:2]1[C:3]2[C:7]([CH:8]=[C:9]([CH3:11])[CH:10]=1)=[N:6][N:5]1[C:12]([CH:17]3[CH2:22][CH2:21][N:20](C(OC(C)(C)C)=O)[CH2:19][CH2:18]3)=[CH:13][C:14](=[O:16])[NH:15][C:4]=21.Cl. (4) Given the product [Br:1][C:2]1[C:3]([F:23])=[C:4]2[C:12](=[C:13]([C:15](=[O:16])[NH2:34])[CH:14]=1)[NH:11][C:10]1[CH2:9][CH:8]([C:18]([O:20][CH2:21][CH3:22])=[O:19])[CH2:7][CH2:6][C:5]2=1, predict the reactants needed to synthesize it. The reactants are: [Br:1][C:2]1[C:3]([F:23])=[C:4]2[C:12](=[C:13]([C:15](O)=[O:16])[CH:14]=1)[NH:11][CH:10]1[CH:5]2[CH2:6][CH2:7][CH:8]([C:18]([O:20][CH2:21][CH3:22])=[O:19])[CH2:9]1.C(Cl)CCl.C1C=CC2N(O)N=[N:34]C=2C=1.[OH-].[NH4+]. (5) Given the product [CH3:13][O:12][C:3]1[CH:4]=[CH:5][C:6]([NH:9][C:14](=[O:16])[CH3:15])=[C:7]([CH3:8])[C:2]=1[CH3:1], predict the reactants needed to synthesize it. The reactants are: [CH3:1][C:2]1[C:7]([CH3:8])=[C:6]([N+:9]([O-])=O)[CH:5]=[CH:4][C:3]=1[O:12][CH3:13].[C:14](OC(=O)C)(=[O:16])[CH3:15].CCCCCC. (6) Given the product [F:27][C:20]1[CH:19]=[C:18](/[CH:17]=[C:13]2/[C:14](=[O:16])[N:15]3[CH:2]=[C:1]([C:4]4[CH:9]=[CH:8][CH:7]=[CH:6][CH:5]=4)[N:10]=[C:11]3[S:12]/2)[CH:23]=[C:22]([O:24][CH3:25])[C:21]=1[OH:26], predict the reactants needed to synthesize it. The reactants are: [C:1]([C:4]1[CH:9]=[CH:8][CH:7]=[CH:6][CH:5]=1)(=O)[CH3:2].[NH2:10][C:11]1[S:12]/[C:13](=[CH:17]\[C:18]2[CH:23]=[C:22]([O:24][CH3:25])[C:21]([OH:26])=[C:20]([F:27])[CH:19]=2)/[C:14](=[O:16])[N:15]=1. (7) Given the product [OH:27][C:28]1[CH:29]=[C:30]([CH:33]=[CH:34][CH:35]=1)[CH2:31][NH:32][C:2]1[N:10]=[CH:9][N:8]=[C:7]2[C:3]=1[N:4]=[CH:5][N:6]2[CH:11]1[CH2:16][CH2:15][CH2:14][CH2:13][O:12]1, predict the reactants needed to synthesize it. The reactants are: Cl[C:2]1[N:10]=[CH:9][N:8]=[C:7]2[C:3]=1[N:4]=[CH:5][N:6]2[CH:11]1[CH2:16][CH2:15][CH2:14][CH2:13][O:12]1.ClC1N=CN=C2C=1NC=N2.[OH:27][C:28]1[CH:29]=[C:30]([CH:33]=[CH:34][CH:35]=1)[CH2:31][NH2:32].C(N(CC)CC)C. (8) Given the product [Br:7][C:8]1[CH:9]=[CH:10][C:11]([CH:30]=[O:31])=[C:12]2[C:16]=1[N:15]=[C:14]1[N:17]([C:21]3[CH:26]=[CH:25][C:24]([O:27][CH3:28])=[CH:23][C:22]=3[CH3:29])[CH2:18][CH2:19][CH2:20][N:13]21, predict the reactants needed to synthesize it. The reactants are: [H-].[Al+3].[Li+].[H-].[H-].[H-].[Br:7][C:8]1[CH:9]=[CH:10][C:11]([C:30](OC)=[O:31])=[C:12]2[C:16]=1[N:15]=[C:14]1[N:17]([C:21]3[CH:26]=[CH:25][C:24]([O:27][CH3:28])=[CH:23][C:22]=3[CH3:29])[CH2:18][CH2:19][CH2:20][N:13]21.O.O.O.O.O.O.O.O.O.O.S([O-])([O-])(=O)=O.[Na+].[Na+].CC(OI1(OC(C)=O)(OC(C)=O)OC(=O)C2C=CC=CC1=2)=O.